Dataset: Forward reaction prediction with 1.9M reactions from USPTO patents (1976-2016). Task: Predict the product of the given reaction. Given the reactants Cl[S:2]([CH2:5][CH2:6][CH2:7][NH:8][C:9](=[O:11])[CH3:10])(=[O:4])=[O:3].[OH:12][CH2:13][C:14]([CH3:28])([CH3:27])[C:15]([O:17][CH2:18][C:19]1[CH:24]=[CH:23][C:22]([O:25][CH3:26])=[CH:21][CH:20]=1)=[O:16].C(N(CC)CC)C, predict the reaction product. The product is: [C:9]([NH:8][CH2:7][CH2:6][CH2:5][S:2]([O:12][CH2:13][C:14]([CH3:28])([CH3:27])[C:15]([O:17][CH2:18][C:19]1[CH:20]=[CH:21][C:22]([O:25][CH3:26])=[CH:23][CH:24]=1)=[O:16])(=[O:4])=[O:3])(=[O:11])[CH3:10].